From a dataset of Reaction yield outcomes from USPTO patents with 853,638 reactions. Predict the reaction yield, written as a fraction of the theoretical maximum amount of product (1.0 means a 100% yield; for example, 0.34 means a 34% yield). (1) The reactants are [N+:1]([C:4]1[C:5]([C:9]2[CH:10]=[N:11][CH:12]=[CH:13][CH:14]=2)=[N:6][NH:7][CH:8]=1)([O-])=O. The catalyst is CO. The product is [N:11]1[CH:12]=[CH:13][CH:14]=[C:9]([C:5]2[C:4]([NH2:1])=[CH:8][NH:7][N:6]=2)[CH:10]=1. The yield is 0.950. (2) The reactants are C([O:3][P:4]([CH2:9][CH2:10][N:11]([C:37](=[O:39])[CH3:38])[CH2:12][C:13]([CH3:36])=[CH:14][CH2:15][C:16]1[C:17]([O:29]CC[Si](C)(C)C)=[C:18]2[C:22](=[C:23]([CH3:27])[C:24]=1[O:25][CH3:26])[CH2:21][O:20][C:19]2=[O:28])(=[O:8])[O:5]CC)C.C[Si](Br)(C)C.N1C(C)=CC=CC=1C. The catalyst is C(#N)C. The product is [C:37]([N:11]([CH2:12][C:13]([CH3:36])=[CH:14][CH2:15][C:16]1[C:17]([OH:29])=[C:18]2[C:22](=[C:23]([CH3:27])[C:24]=1[O:25][CH3:26])[CH2:21][O:20][C:19]2=[O:28])[CH2:10][CH2:9][P:4](=[O:3])([OH:5])[OH:8])(=[O:39])[CH3:38]. The yield is 0.530. (3) The reactants are [C:1](N1C=CN=C1)(N1C=CN=C1)=[O:2].[C:13]([O:17][C:18]([CH3:21])([CH3:20])[CH3:19])(=[O:16])[NH:14][NH2:15].[C:22]([N:25]1[CH2:30][CH2:29][N:28]([C:31]2[CH:32]=[CH:33][C:34]([CH2:37][CH2:38][C:39]3[CH:44]=[CH:43][C:42]([CH2:45][NH2:46])=[CH:41][CH:40]=3)=[N:35][CH:36]=2)[CH2:27][CH2:26]1)(=[O:24])[CH3:23]. The catalyst is O1CCCC1. The product is [C:22]([N:25]1[CH2:26][CH2:27][N:28]([C:31]2[CH:32]=[CH:33][C:34]([CH2:37][CH2:38][C:39]3[CH:40]=[CH:41][C:42]([CH2:45][NH:46][C:1]([NH:15][NH:14][C:13]([O:17][C:18]([CH3:21])([CH3:20])[CH3:19])=[O:16])=[O:2])=[CH:43][CH:44]=3)=[N:35][CH:36]=2)[CH2:29][CH2:30]1)(=[O:24])[CH3:23]. The yield is 0.761. (4) The reactants are [F:1][C:2]1[CH:17]=[C:16]([CH:18]=O)[CH:15]=[CH:14][C:3]=1[O:4][C:5]1[N:6]=[CH:7][C:8]([C:11]([NH2:13])=[O:12])=[N:9][CH:10]=1.[CH3:20][C:21]([CH3:27])([CH3:26])[CH2:22][CH2:23][CH2:24][NH2:25].[BH4-].[Na+]. The catalyst is CO. The product is [CH3:20][C:21]([CH3:27])([CH3:26])[CH2:22][CH2:23][CH2:24][NH:25][CH2:18][C:16]1[CH:15]=[CH:14][C:3]([O:4][C:5]2[N:6]=[CH:7][C:8]([C:11]([NH2:13])=[O:12])=[N:9][CH:10]=2)=[C:2]([F:1])[CH:17]=1. The yield is 0.570. (5) The reactants are [CH2:1]([C:3]1[N:4]=[C:5]([CH2:27][CH2:28][CH3:29])[N:6]([CH2:12][C:13]2[CH:18]=[CH:17][C:16]([C:19]3[C:20]([C:25]#[N:26])=[CH:21][CH:22]=[CH:23][CH:24]=3)=[CH:15][CH:14]=2)[C:7](=[O:11])[C:8]=1[CH:9]=C)[CH3:2].I([O-])(=O)(=O)=[O:31].[Na+].C(#N)C.O. The catalyst is CC(C)=O.[Os](=O)(=O)(=O)=O. The product is [CH2:1]([C:3]1[N:4]=[C:5]([CH2:27][CH2:28][CH3:29])[N:6]([CH2:12][C:13]2[CH:14]=[CH:15][C:16]([C:19]3[C:20]([C:25]#[N:26])=[CH:21][CH:22]=[CH:23][CH:24]=3)=[CH:17][CH:18]=2)[C:7](=[O:11])[C:8]=1[CH:9]=[O:31])[CH3:2]. The yield is 0.640.